Dataset: Reaction yield outcomes from USPTO patents with 853,638 reactions. Task: Predict the reaction yield, written as a fraction of the theoretical maximum amount of product (1.0 means a 100% yield; for example, 0.34 means a 34% yield). The reactants are C(N(C(C)C)C(C)C)C.[Br:10][C:11]1[C:19]2[C:14](=[N:15][CH:16]=[N:17][C:18]=2Cl)[NH:13][N:12]=1.[NH:21]1[C:29]2[C:24](=[CH:25][CH:26]=[CH:27][CH:28]=2)[CH:23]=[C:22]1[CH2:30][NH:31][C:32]([C:34]1([CH2:40][NH2:41])[CH2:39][CH2:38][NH:37][CH2:36][CH2:35]1)=[O:33]. The catalyst is C(O)CCC. The product is [NH:21]1[C:29]2[C:24](=[CH:25][CH:26]=[CH:27][CH:28]=2)[CH:23]=[C:22]1[CH2:30][NH:31][C:32]([C:34]1([CH2:40][NH2:41])[CH2:35][CH2:36][N:37]([C:18]2[N:17]=[CH:16][N:15]=[C:14]3[NH:13][N:12]=[C:11]([Br:10])[C:19]=23)[CH2:38][CH2:39]1)=[O:33]. The yield is 0.237.